Dataset: Full USPTO retrosynthesis dataset with 1.9M reactions from patents (1976-2016). Task: Predict the reactants needed to synthesize the given product. (1) Given the product [C:15]([O:14][C:12]([N:10]1[CH2:11][CH:8]([C:3]2[C:2]([C:33]3[CH2:38][CH2:37][O:36][CH2:35][CH:34]=3)=[N:7][CH:6]=[CH:5][N:4]=2)[CH2:9]1)=[O:13])([CH3:18])([CH3:17])[CH3:16], predict the reactants needed to synthesize it. The reactants are: Cl[C:2]1[C:3]([CH:8]2[CH2:11][N:10]([C:12]([O:14][C:15]([CH3:18])([CH3:17])[CH3:16])=[O:13])[CH2:9]2)=[N:4][CH:5]=[CH:6][N:7]=1.C([O-])([O-])=O.[Na+].[Na+].CC1(C)C(C)(C)OB([C:33]2[CH2:34][CH2:35][O:36][CH2:37][CH:38]=2)O1. (2) Given the product [F:37][C:6]([F:5])([F:38])[C:7]1[CH:8]=[C:9]([NH:21][C:22]([N:24]2[CH2:30][CH2:29][CH2:28][CH2:27][C:26]3[CH:31]=[C:32]([OH:35])[CH:33]=[CH:34][C:25]2=3)=[O:23])[CH:10]=[CH:11][C:12]=1[CH2:13][N:14]1[CH2:15][CH2:16][N:17]([CH3:20])[CH2:18][CH2:19]1, predict the reactants needed to synthesize it. The reactants are: B(Br)(Br)Br.[F:5][C:6]([F:38])([F:37])[C:7]1[CH:8]=[C:9]([NH:21][C:22]([N:24]2[CH2:30][CH2:29][CH2:28][CH2:27][C:26]3[CH:31]=[C:32]([O:35]C)[CH:33]=[CH:34][C:25]2=3)=[O:23])[CH:10]=[CH:11][C:12]=1[CH2:13][N:14]1[CH2:19][CH2:18][N:17]([CH3:20])[CH2:16][CH2:15]1.C([O-])([O-])=O.[Na+].[Na+].CCOC(C)=O. (3) Given the product [Cl:10][C:11]1[CH:12]=[C:13]([C:18]2([C:36]([F:39])([F:38])[F:37])[O:1][N:8]=[C:20]([C:22]3[C:31]4[C:26](=[CH:27][CH:28]=[CH:29][CH:30]=4)[C:25]([C:32]([O:34][CH3:35])=[O:33])=[CH:24][CH:23]=3)[CH2:19]2)[CH:14]=[C:15]([Cl:17])[CH:16]=1, predict the reactants needed to synthesize it. The reactants are: [OH-:1].[Na+].S(O)(O)(=O)=O.[NH2:8]O.[Cl:10][C:11]1[CH:12]=[C:13]([C:18]([C:36]([F:39])([F:38])[F:37])=[CH:19][C:20]([C:22]2[C:31]3[C:26](=[CH:27][CH:28]=[CH:29][CH:30]=3)[C:25]([C:32]([O:34][CH3:35])=[O:33])=[CH:24][CH:23]=2)=O)[CH:14]=[C:15]([Cl:17])[CH:16]=1. (4) Given the product [CH:1]1([C:4]2[NH:8][C:7]3[CH:16]=[C:17]([C:29]4[C:30]([CH3:35])=[N:31][O:32][C:33]=4[CH3:34])[CH:18]=[C:19]([C:37]4[C:38]([CH:43]5[CH2:45][CH2:44]5)=[N:39][CH:40]=[CH:41][CH:42]=4)[C:6]=3[N:5]=2)[CH2:3][CH2:2]1, predict the reactants needed to synthesize it. The reactants are: [CH:1]1([C:4]2[N:8](C(OC(C)(C)C)=O)[C:7]3[CH:16]=[C:17]([C:29]4[C:30]([CH3:35])=[N:31][O:32][C:33]=4[CH3:34])[CH:18]=[C:19](B4OC(C)(C)C(C)(C)O4)[C:6]=3[N:5]=2)[CH2:3][CH2:2]1.Br[C:37]1[C:38]([CH:43]2[CH2:45][CH2:44]2)=[N:39][CH:40]=[CH:41][CH:42]=1.COCCOC.C([O-])([O-])=O.[Cs+].[Cs+]. (5) Given the product [CH3:17][C:16]([CH3:19])([CH3:18])[CH2:15][C:14]([C:21]1[CH:22]=[CH:23][C:24]([C:25]#[N:26])=[CH:27][CH:28]=1)=[CH2:20], predict the reactants needed to synthesize it. The reactants are: O.C1(C)C=CC(S(O)(=O)=O)=CC=1.O[C:14]([C:21]1[CH:28]=[CH:27][C:24]([C:25]#[N:26])=[CH:23][CH:22]=1)([CH3:20])[CH2:15][C:16]([CH3:19])([CH3:18])[CH3:17].